Dataset: KCNQ2 potassium channel screen with 302,405 compounds. Task: Binary Classification. Given a drug SMILES string, predict its activity (active/inactive) in a high-throughput screening assay against a specified biological target. The molecule is s1c(CNCC(=O)Nc2ccc(N3CCCCCC3)cc2)ccc1. The result is 0 (inactive).